Dataset: Full USPTO retrosynthesis dataset with 1.9M reactions from patents (1976-2016). Task: Predict the reactants needed to synthesize the given product. (1) Given the product [Cl:13][C:14]1[C:23]2[N:24]=[C:1]([OH:2])[N:25]([CH2:26][C:27]3[CH:28]=[CH:29][C:30]([O:33][CH3:34])=[CH:31][CH:32]=3)[C:22]=2[C:21]2[CH:20]=[CH:19][CH:18]=[CH:17][C:16]=2[N:15]=1, predict the reactants needed to synthesize it. The reactants are: [C:1](N1C=CN=C1)(N1C=CN=C1)=[O:2].[Cl:13][C:14]1[C:23]([NH2:24])=[C:22]([NH:25][CH2:26][C:27]2[CH:32]=[CH:31][C:30]([O:33][CH3:34])=[CH:29][CH:28]=2)[C:21]2[C:16](=[CH:17][CH:18]=[CH:19][CH:20]=2)[N:15]=1.N1C=CC=CC=1.C(#N)C. (2) Given the product [CH:13]1([CH2:16][C:17]([NH:19][S:20]([C:22]([CH3:23])([CH3:25])[CH3:24])=[O:21])([CH3:18])[C:2]2[O:3][C:4]([CH3:7])=[N:5][N:6]=2)[CH2:14][CH2:15]1, predict the reactants needed to synthesize it. The reactants are: Br[C:2]1[O:3][C:4]([CH3:7])=[N:5][N:6]=1.C([Mg]Cl)(C)C.[CH:13]1([CH2:16]/[C:17](=[N:19]\[S:20]([C:22]([CH3:25])([CH3:24])[CH3:23])=[O:21])/[CH3:18])[CH2:15][CH2:14]1.C[Al](C)C.CCCCCCC.